This data is from Peptide-MHC class I binding affinity with 185,985 pairs from IEDB/IMGT. The task is: Regression. Given a peptide amino acid sequence and an MHC pseudo amino acid sequence, predict their binding affinity value. This is MHC class I binding data. (1) The peptide sequence is KLVALGINAV. The MHC is HLA-B35:01 with pseudo-sequence HLA-B35:01. The binding affinity (normalized) is 0. (2) The peptide sequence is TYLYNKYSF. The MHC is HLA-B58:01 with pseudo-sequence HLA-B58:01. The binding affinity (normalized) is 0.0847. (3) The peptide sequence is LALDSYWPV. The MHC is HLA-B51:01 with pseudo-sequence HLA-B51:01. The binding affinity (normalized) is 0.393. (4) The peptide sequence is YQYIFLSFF. The MHC is HLA-B08:01 with pseudo-sequence HLA-B08:01. The binding affinity (normalized) is 0.0847. (5) The peptide sequence is HPDIVIYQY. The MHC is HLA-B45:01 with pseudo-sequence HLA-B45:01. The binding affinity (normalized) is 0.